This data is from Catalyst prediction with 721,799 reactions and 888 catalyst types from USPTO. The task is: Predict which catalyst facilitates the given reaction. (1) Reactant: [CH:1]1[C:6](/[CH:7]=[CH:8]/[C:9]2[CH:14]=[C:13]([O:15][C@@H:16]3[O:21][C@H:20]([CH2:22][OH:23])[C@@H:19]([OH:24])[C@H:18]([OH:25])[C@H:17]3[OH:26])[CH:12]=[C:11]([OH:27])[CH:10]=2)=[CH:5][CH:4]=[C:3]([OH:28])[CH:2]=1.[C:29]([O:34]C=C)(=[O:33])[CH2:30][CH2:31][CH3:32].C1C(CCCCC(N)=O)SSC1. Product: [CH:5]1[C:6](/[CH:7]=[CH:8]/[C:9]2[CH:14]=[C:13]([O:15][C@@H:16]3[O:21][C@H:20]([CH2:22][OH:23])[C@@H:19]([OH:24])[C@H:18]([OH:25])[C@H:17]3[OH:26])[CH:12]=[C:11]([OH:27])[CH:10]=2)=[CH:1][CH:2]=[C:3]([OH:28])[CH:4]=1.[C:29]([O-:34])(=[O:33])[CH2:30][CH2:31][CH3:32]. The catalyst class is: 107. (2) The catalyst class is: 2. Product: [Br:22][CH2:13][C:4]1[C:5]2[O:9][C:8]([CH3:11])([CH3:10])[CH2:7][C:6]=2[CH:12]=[C:2]([Cl:1])[CH:3]=1. Reactant: [Cl:1][C:2]1[CH:3]=[C:4]([CH2:13]O)[C:5]2[O:9][C:8]([CH3:11])([CH3:10])[CH2:7][C:6]=2[CH:12]=1.C1C(=O)N([Br:22])C(=O)C1.C1C=CC(P(C2C=CC=CC=2)C2C=CC=CC=2)=CC=1. (3) Reactant: [N-:1]=[N+:2]=[N-:3].[Na+].Cl.C(N(CC)CC)C.[CH:13]([O:16][C:17]([N:19]1[C:28]2[C:23](=[CH:24][C:25]([C:29]([F:32])([F:31])[F:30])=[CH:26][CH:27]=2)[C@H:22]([N:33]([CH2:36][C:37]2[CH:42]=[C:41]([C:43]([F:46])([F:45])[F:44])[CH:40]=[C:39]([C:47]([F:50])([F:49])[F:48])[CH:38]=2)[C:34]#[N:35])[CH2:21][C@@H:20]1[CH:51]1[CH2:53][CH2:52]1)=[O:18])([CH3:15])[CH3:14].Cl. Product: [CH:13]([O:16][C:17]([N:19]1[C:28]2[C:23](=[CH:24][C:25]([C:29]([F:31])([F:32])[F:30])=[CH:26][CH:27]=2)[C@H:22]([N:33]([CH2:36][C:37]2[CH:38]=[C:39]([C:47]([F:49])([F:48])[F:50])[CH:40]=[C:41]([C:43]([F:46])([F:44])[F:45])[CH:42]=2)[C:34]2[NH:35][N:3]=[N:2][N:1]=2)[CH2:21][C@@H:20]1[CH:51]1[CH2:52][CH2:53]1)=[O:18])([CH3:15])[CH3:14]. The catalyst class is: 451.